Predict the reactants needed to synthesize the given product. From a dataset of Full USPTO retrosynthesis dataset with 1.9M reactions from patents (1976-2016). (1) Given the product [NH2:1][C:2]1[C:7]([CH3:8])=[CH:6][C:5]([Cl:9])=[CH:4][C:3]=1[CH:10]=[O:11], predict the reactants needed to synthesize it. The reactants are: [NH2:1][C:2]1[C:7]([CH3:8])=[CH:6][C:5]([Cl:9])=[CH:4][C:3]=1[CH2:10][OH:11].ClCCl. (2) Given the product [CH2:5]([O:7][C:8]([C:10]1[S:11][C:12]([Cl:15])=[C:13]([N+:1]([O-:4])=[O:2])[CH:14]=1)=[O:9])[CH3:6], predict the reactants needed to synthesize it. The reactants are: [N+:1]([O-:4])(O)=[O:2].[CH2:5]([O:7][C:8]([C:10]1[S:11][C:12]([Cl:15])=[CH:13][CH:14]=1)=[O:9])[CH3:6].